From a dataset of Reaction yield outcomes from USPTO patents with 853,638 reactions. Predict the reaction yield, written as a fraction of the theoretical maximum amount of product (1.0 means a 100% yield; for example, 0.34 means a 34% yield). (1) The catalyst is C1C=CC([P]([Pd]([P](C2C=CC=CC=2)(C2C=CC=CC=2)C2C=CC=CC=2)([P](C2C=CC=CC=2)(C2C=CC=CC=2)C2C=CC=CC=2)[P](C2C=CC=CC=2)(C2C=CC=CC=2)C2C=CC=CC=2)(C2C=CC=CC=2)C2C=CC=CC=2)=CC=1.O1CCOCC1. The reactants are Br[C:2]1[C:11]2[C:6](=[C:7]([F:12])[CH:8]=[CH:9][CH:10]=2)[N:5]=[C:4]([C:13]([O:15]C)=[O:14])[CH:3]=1.[F:17][C:18]1[CH:23]=[CH:22][C:21](B(O)O)=[CH:20][CH:19]=1.C([O-])([O-])=O.[Na+].[Na+].C(=O)([O-])O.[Na+]. The product is [F:12][C:7]1[CH:8]=[CH:9][CH:10]=[C:11]2[C:6]=1[N:5]=[C:4]([C:13]([OH:15])=[O:14])[CH:3]=[C:2]2[C:21]1[CH:22]=[CH:23][C:18]([F:17])=[CH:19][CH:20]=1. The yield is 1.00. (2) The reactants are Br.[N+:2]([C:5]1[CH:20]=[CH:19][C:8]([CH2:9][N:10]2[CH2:15][CH2:14][N:13]([CH2:16][CH2:17][OH:18])[CH2:12][CH2:11]2)=[CH:7][CH:6]=1)([O-:4])=[O:3].N1C=CN=C1.[C:26]([Si:30](Cl)([CH3:32])[CH3:31])([CH3:29])([CH3:28])[CH3:27]. The catalyst is CN(C=O)C. The product is [C:26]([Si:30]([CH3:32])([CH3:31])[O:18][CH2:17][CH2:16][N:13]1[CH2:12][CH2:11][N:10]([CH2:9][C:8]2[CH:19]=[CH:20][C:5]([N+:2]([O-:4])=[O:3])=[CH:6][CH:7]=2)[CH2:15][CH2:14]1)([CH3:29])([CH3:28])[CH3:27]. The yield is 0.940. (3) The reactants are [O:1]1[CH2:6]C[CH2:4][O:3][CH:2]1[C:7]1[N:11]([CH3:12])[C:10]([C:13]2[S:21][C:20]3[C:15](=[N:16][CH:17]=[CH:18][C:19]=3[O:22][C:23]3[CH:28]=[CH:27][C:26]([N+:29]([O-:31])=[O:30])=[CH:25][C:24]=3[F:32])[CH:14]=2)=[N:9][CH:8]=1.CC1(C)C2(CS(O)(=O)=O)C(CC1CC2)=O.C([O-])(O)=O.[Na+]. The catalyst is CO. The product is [CH3:4][O:3][CH:2]([O:1][CH3:6])[C:7]1[N:11]([CH3:12])[C:10]([C:13]2[S:21][C:20]3[C:15](=[N:16][CH:17]=[CH:18][C:19]=3[O:22][C:23]3[CH:28]=[CH:27][C:26]([N+:29]([O-:31])=[O:30])=[CH:25][C:24]=3[F:32])[CH:14]=2)=[N:9][CH:8]=1. The yield is 0.740. (4) The reactants are C(O[C:6](=[O:28])[NH:7][C@@H:8]([CH2:21][C:22]1[CH:27]=[CH:26][CH:25]=[CH:24][CH:23]=1)[CH:9]([C:11](=[O:20])[NH:12][CH2:13][C:14]1[CH:19]=[CH:18][CH:17]=[CH:16][CH:15]=1)[OH:10])(C)(C)C.FC(F)(F)C(O)=O.[CH2:36]([O:43][C:44]([NH:46][C@@H:47]([CH3:64])[C:48]([NH:50][C@@H:51]([CH2:55][C:56]1[CH:61]=[CH:60][C:59]([O:62][CH3:63])=[CH:58][CH:57]=1)C(O)=O)=[O:49])=[O:45])[C:37]1[CH:42]=[CH:41][CH:40]=[CH:39][CH:38]=1.CN(C(ON1N=NC2C=CC=NC1=2)=[N+](C)C)C.F[P-](F)(F)(F)(F)F.C(N(CC)C(C)C)(C)C. The catalyst is C(Cl)Cl. The product is [CH2:36]([O:43][C:44](=[O:45])[NH:46][C@H:47]([C:48](=[O:49])[NH:50][C@H:51]([C:6](=[O:28])[NH:7][C@@H:8]([CH2:21][C:22]1[CH:23]=[CH:24][CH:25]=[CH:26][CH:27]=1)[CH:9]([C:11](=[O:20])[NH:12][CH2:13][C:14]1[CH:15]=[CH:16][CH:17]=[CH:18][CH:19]=1)[OH:10])[CH2:55][C:56]1[CH:61]=[CH:60][C:59]([O:62][CH3:63])=[CH:58][CH:57]=1)[CH3:64])[C:37]1[CH:42]=[CH:41][CH:40]=[CH:39][CH:38]=1. The yield is 0.780. (5) The reactants are [CH2:1]([C:3]1[CH:8]=[CH:7][N:6]=[C:5]([CH:9]([CH2:30][C:31]2[CH:39]=[C:38]([CH3:40])[C:37]3[C:33](=[CH:34][N:35](COCC[Si](C)(C)C)[N:36]=3)[CH:32]=2)[CH2:10][C:11]([N:13]2[CH2:18][CH2:17][CH:16]([N:19]3[CH2:28][C:27]4[C:22](=[CH:23][CH:24]=[CH:25][CH:26]=4)[NH:21][C:20]3=[O:29])[CH2:15][CH2:14]2)=[O:12])[CH:4]=1)[CH3:2].[F-].C([N+](CCCC)(CCCC)CCCC)CCC. The catalyst is O1CCCC1. The product is [CH2:1]([C:3]1[CH:8]=[CH:7][N:6]=[C:5]([CH:9]([CH2:30][C:31]2[CH:32]=[C:33]3[C:37](=[C:38]([CH3:40])[CH:39]=2)[NH:36][N:35]=[CH:34]3)[CH2:10][C:11]([N:13]2[CH2:14][CH2:15][CH:16]([N:19]3[CH2:28][C:27]4[C:22](=[CH:23][CH:24]=[CH:25][CH:26]=4)[NH:21][C:20]3=[O:29])[CH2:17][CH2:18]2)=[O:12])[CH:4]=1)[CH3:2]. The yield is 0.910.